Dataset: Full USPTO retrosynthesis dataset with 1.9M reactions from patents (1976-2016). Task: Predict the reactants needed to synthesize the given product. (1) Given the product [C:56]([O:55][C:53]([N:50]1[CH2:51][CH2:52][CH:47]([NH:46][C:4]2[N:3]=[C:2]([NH2:1])[C:7]([C:8](=[O:9])[C:10]3[CH:15]=[C:14]([F:16])[CH:13]=[CH:12][C:11]=3[O:17][CH3:18])=[CH:6][N:5]=2)[CH2:48][CH2:49]1)=[O:54])([CH3:59])([CH3:57])[CH3:58], predict the reactants needed to synthesize it. The reactants are: [NH2:1][C:2]1[C:7]([C:8]([C:10]2[CH:15]=[C:14]([F:16])[CH:13]=[CH:12][C:11]=2[O:17][CH3:18])=[O:9])=[CH:6][N:5]=[C:4](S(CC)=O)[N:3]=1.NC1C(C(C2C=C(F)C=CC=2OC)=O)=CN=C(S(CC)(=O)=O)N=1.[NH2:46][CH:47]1[CH2:52][CH2:51][N:50]([C:53]([O:55][C:56]([CH3:59])([CH3:58])[CH3:57])=[O:54])[CH2:49][CH2:48]1. (2) Given the product [NH2:1][C:4]1[NH:8][N:7]=[CH:6][CH:5]=1.[CH2:10]1[CH:11]([CH2:12][C:13]([NH2:15])=[O:14])[CH2:9]1, predict the reactants needed to synthesize it. The reactants are: [N+:1]([C:4]1[NH:8][N:7]=[CH:6][CH:5]=1)([O-])=O.[CH2:9]1[CH:11]([CH2:12][C:13]([NH2:15])=[O:14])[CH2:10]1.